This data is from Reaction yield outcomes from USPTO patents with 853,638 reactions. The task is: Predict the reaction yield, written as a fraction of the theoretical maximum amount of product (1.0 means a 100% yield; for example, 0.34 means a 34% yield). (1) The reactants are [Cl:1][C:2]1[C:7]([O:8][C:9]2[CH:14]=[CH:13][C:12]([N+:15]([O-])=O)=[CH:11][N:10]=2)=[CH:6][C:5]([NH:18][C:19](=[O:24])[C:20]([F:23])([F:22])[F:21])=[C:4]([F:25])[CH:3]=1. The catalyst is C(O)(=O)C. The product is [NH2:15][C:12]1[CH:13]=[CH:14][C:9]([O:8][C:7]2[C:2]([Cl:1])=[CH:3][C:4]([F:25])=[C:5]([NH:18][C:19](=[O:24])[C:20]([F:23])([F:21])[F:22])[CH:6]=2)=[N:10][CH:11]=1. The yield is 0.650. (2) The reactants are [OH:1][C:2]1[CH:9]=[CH:8][CH:7]=[CH:6][C:3]=1[CH:4]=O.[CH3:10][C:11]([CH3:13])=[O:12].[OH-].[Na+].Cl. The catalyst is C(O)C.O. The product is [OH:1][C:2]1[CH:9]=[CH:8][CH:7]=[CH:6][C:3]=1[CH:4]=[CH:10][C:11](=[O:12])[CH3:13]. The yield is 0.260. (3) The reactants are [CH2:1]([C:8]1[N:12]=[C:11]([CH2:13][CH2:14][C:15]([O:17]C)=[O:16])[O:10][N:9]=1)[C:2]1[CH:7]=[CH:6][CH:5]=[CH:4][CH:3]=1.[OH-].[Na+]. The catalyst is CO. The product is [CH2:1]([C:8]1[N:12]=[C:11]([CH2:13][CH2:14][C:15]([OH:17])=[O:16])[O:10][N:9]=1)[C:2]1[CH:3]=[CH:4][CH:5]=[CH:6][CH:7]=1. The yield is 0.980. (4) The reactants are Cl[C:2]1[N:7]=[C:6]([NH:8][C@@H:9]2[C@@H:14]3[CH2:15][C@@H:11]([CH:12]=[CH:13]3)[C@@H:10]2[C:16]([NH2:18])=[O:17])[C:5]([Cl:19])=[CH:4][N:3]=1.[NH2:20][C:21]1[C:35]([O:36][CH3:37])=[CH:34][C:24]2[CH2:25][CH2:26][N:27]([CH2:30][CH:31]([OH:33])[CH3:32])[CH2:28][CH2:29][C:23]=2[CH:22]=1. No catalyst specified. The product is [Cl:19][C:5]1[C:6]([NH:8][C@@H:9]2[C@@H:14]3[CH2:15][C@@H:11]([CH:12]=[CH:13]3)[C@@H:10]2[C:16]([NH2:18])=[O:17])=[N:7][C:2]([NH:20][C:21]2[C:35]([O:36][CH3:37])=[CH:34][C:24]3[CH2:25][CH2:26][N:27]([CH2:30][CH:31]([OH:33])[CH3:32])[CH2:28][CH2:29][C:23]=3[CH:22]=2)=[N:3][CH:4]=1. The yield is 0.530. (5) The reactants are [NH2:1][N:2]1[CH2:7][CH2:6][CH2:5][CH2:4][CH2:3]1.C(N(CC)CC)C.Cl.[N:16]1([CH2:22][CH2:23][C:24]2[N:28]3[CH:29]=[CH:30][CH:31]=[CH:32][C:27]3=[C:26]([C:33](Cl)=[O:34])[N:25]=2)[CH2:21][CH2:20][O:19][CH2:18][CH2:17]1. The catalyst is C(Cl)Cl. The product is [N:2]1([NH:1][C:33]([C:26]2[N:25]=[C:24]([CH2:23][CH2:22][N:16]3[CH2:17][CH2:18][O:19][CH2:20][CH2:21]3)[N:28]3[CH:29]=[CH:30][CH:31]=[CH:32][C:27]=23)=[O:34])[CH2:7][CH2:6][CH2:5][CH2:4][CH2:3]1. The yield is 0.340. (6) The reactants are [CH3:1][C:2]([C:4]1[CH:9]=[CH:8][C:7]([N+:10]([O-:12])=[O:11])=[CH:6][CH:5]=1)=[O:3].[N+:13]([C:16]1[CH:23]=[CH:22][C:19]([CH:20]=O)=[CH:18][CH:17]=1)([O-:15])=[O:14]. The catalyst is C(O)(=O)C.OS(O)(=O)=O. The product is [N+:10]([C:7]1[CH:6]=[CH:5][C:4]([C:2](=[O:3])/[CH:1]=[CH:20]/[C:19]2[CH:22]=[CH:23][C:16]([N+:13]([O-:15])=[O:14])=[CH:17][CH:18]=2)=[CH:9][CH:8]=1)([O-:12])=[O:11]. The yield is 0.940. (7) The reactants are [F:1][C:2]1[CH:3]=[C:4]([NH:9][C:10]([C:12]2[CH:13]=[C:14]([S:19](Cl)(=[O:21])=[O:20])[CH:15]=[CH:16][C:17]=2[F:18])=[O:11])[CH:5]=[CH:6][C:7]=1[F:8].CCN(CC)CC.[CH3:30][N:31]([CH3:35])[CH2:32][CH2:33][NH2:34]. No catalyst specified. The product is [F:1][C:2]1[CH:3]=[C:4]([NH:9][C:10](=[O:11])[C:12]2[CH:13]=[C:14]([S:19](=[O:21])(=[O:20])[NH:34][CH2:33][CH2:32][N:31]([CH3:35])[CH3:30])[CH:15]=[CH:16][C:17]=2[F:18])[CH:5]=[CH:6][C:7]=1[F:8]. The yield is 0.820.